From a dataset of Full USPTO retrosynthesis dataset with 1.9M reactions from patents (1976-2016). Predict the reactants needed to synthesize the given product. (1) Given the product [F:32][C:2]1([F:1])[CH2:4][CH:3]1[CH2:5][O:6][C:7]1[CH:8]=[CH:9][C:10]([C:11]([NH:13][CH:14]([CH2:18][C:19]2[CH:24]=[CH:23][C:22]([O:25][C:26]([F:29])([F:27])[F:28])=[CH:21][CH:20]=2)[C:15]([NH:33][CH2:34][CH2:35][OH:36])=[O:16])=[O:12])=[CH:30][CH:31]=1, predict the reactants needed to synthesize it. The reactants are: [F:1][C:2]1([F:32])[CH2:4][CH:3]1[CH2:5][O:6][C:7]1[CH:31]=[CH:30][C:10]([C:11]([NH:13][CH:14]([CH2:18][C:19]2[CH:24]=[CH:23][C:22]([O:25][C:26]([F:29])([F:28])[F:27])=[CH:21][CH:20]=2)[C:15](O)=[O:16])=[O:12])=[CH:9][CH:8]=1.[NH2:33][CH2:34][CH2:35][OH:36]. (2) Given the product [Br:24][C:14]1[CH2:15][C:16]2[C:12]([CH:13]=1)=[C:11]([C:1]1[C:10]3[C:5](=[CH:6][CH:7]=[CH:8][CH:9]=3)[CH:4]=[CH:3][CH:2]=1)[CH:19]=[CH:18][CH:17]=2, predict the reactants needed to synthesize it. The reactants are: [C:1]1([C:11]2[CH:19]=[CH:18][CH:17]=[C:16]3[C:12]=2[CH:13]=[CH:14][CH2:15]3)[C:10]2[C:5](=[CH:6][CH:7]=[CH:8][CH:9]=2)[CH:4]=[CH:3][CH:2]=1.CS(C)=O.[Br:24]N1C(=O)CCC1=O.C1(C)C=CC(S(O)(=O)=O)=CC=1. (3) Given the product [N:1]12[CH2:8][CH2:7][CH:4]([CH2:5][CH2:6]1)[C@@H:3]([NH:9][C:10]([C:12]1[O:13][C:14]([C:25]3[CH:24]=[CH:23][CH:22]=[C:21]([N+:18]([O-:20])=[O:19])[CH:26]=3)=[CH:15][CH:16]=1)=[O:11])[CH2:2]2, predict the reactants needed to synthesize it. The reactants are: [N:1]12[CH2:8][CH2:7][CH:4]([CH2:5][CH2:6]1)[C@@H:3]([NH:9][C:10]([C:12]1[O:13][C:14](Br)=[CH:15][CH:16]=1)=[O:11])[CH2:2]2.[N+:18]([C:21]1[CH:22]=[C:23](B(O)O)[CH:24]=[CH:25][CH:26]=1)([O-:20])=[O:19].C(=O)([O-])[O-].[Na+].[Na+]. (4) Given the product [CH3:20][N:18]1[CH:19]=[C:15]([N:14]2[C:5]3[C:4]4[CH:3]=[C:2]([C:30]5[CH:31]=[C:32]([NH:33][C:34](=[O:36])[CH3:35])[C:27]([O:26][CH2:24][CH3:25])=[N:28][CH:29]=5)[CH:11]=[CH:10][C:9]=4[N:8]=[CH:7][C:6]=3[N:12]([CH3:23])[C:13]2=[O:22])[C:16]([CH3:21])=[N:17]1, predict the reactants needed to synthesize it. The reactants are: Br[C:2]1[CH:11]=[CH:10][C:9]2[N:8]=[CH:7][C:6]3[N:12]([CH3:23])[C:13](=[O:22])[N:14]([C:15]4[C:16]([CH3:21])=[N:17][N:18]([CH3:20])[CH:19]=4)[C:5]=3[C:4]=2[CH:3]=1.[CH2:24]([O:26][C:27]1[C:32]([NH:33][C:34](=[O:36])[CH3:35])=[CH:31][C:30](B2OC(C)(C)C(C)(C)O2)=[CH:29][N:28]=1)[CH3:25]. (5) Given the product [CH3:1][O:2][C:3]1[CH:8]=[CH:7][C:6]([CH2:9][C:10](=[N:25][NH:24][C:18]2[CH:23]=[CH:22][CH:21]=[CH:20][CH:19]=2)[C:12]2[S:13][CH:14]=[CH:15][CH:16]=2)=[CH:5][CH:4]=1, predict the reactants needed to synthesize it. The reactants are: [CH3:1][O:2][C:3]1[CH:8]=[CH:7][C:6]([CH2:9][C:10]([C:12]2[S:13][CH:14]=[CH:15][CH:16]=2)=O)=[CH:5][CH:4]=1.Cl.[C:18]1([NH:24][NH2:25])[CH:23]=[CH:22][CH:21]=[CH:20][CH:19]=1.CCN(CC)CC. (6) Given the product [C:1]([N:4]1[C:13]2[C:8](=[CH:9][C:10]([N:14]3[CH2:15][CH2:16][N:17]([C:20]([O:22][C:23]([CH3:26])([CH3:25])[CH3:24])=[O:21])[CH2:18][CH2:19]3)=[CH:11][CH:12]=2)[C@H:7]([NH:27][C:31]2[CH:40]=[CH:39][C:34]([C:35](=[O:36])[NH:37][CH3:38])=[CH:33][CH:32]=2)[C@@H:6]([CH3:28])[C@@H:5]1[CH3:29])(=[O:3])[CH3:2], predict the reactants needed to synthesize it. The reactants are: [C:1]([N:4]1[C:13]2[C:8](=[CH:9][C:10]([N:14]3[CH2:19][CH2:18][N:17]([C:20]([O:22][C:23]([CH3:26])([CH3:25])[CH3:24])=[O:21])[CH2:16][CH2:15]3)=[CH:11][CH:12]=2)[C@H:7]([NH2:27])[C@@H:6]([CH3:28])[C@@H:5]1[CH3:29])(=[O:3])[CH3:2].Br[C:31]1[CH:40]=[CH:39][C:34]([C:35]([NH:37][CH3:38])=[O:36])=[CH:33][CH:32]=1.CC(C)([O-])C.[Na+].CN(C1C(C2C(P(C3CCCCC3)C3CCCCC3)=CC=CC=2)=CC=CC=1)C. (7) Given the product [OH:25][CH:23]1[CH2:24][N:21]([C:38]([O:37][C:34]([CH3:36])([CH3:35])[CH3:33])=[O:39])[CH2:22]1, predict the reactants needed to synthesize it. The reactants are: C(N1CC(O)C1)(C1C=CC=CC=1)C1C=CC=CC=1.[H][H].[NH:21]1[CH2:24][CH:23]([OH:25])[CH2:22]1.CCN(CC)CC.[CH3:33][C:34]([O:37][C:38](O[C:38]([O:37][C:34]([CH3:36])([CH3:35])[CH3:33])=[O:39])=[O:39])([CH3:36])[CH3:35]. (8) Given the product [C:1]([C:5]1[CH:20]=[CH:19][C:8]2[N:9]=[C:10]([C:12]3[C:17]4[O:51][CH2:39][CH2:25][N:26]([C:27]5[C:40]([Cl:41])=[CH:22][CH:23]=[CH:24][N:28]=5)[C:16]=4[CH:15]=[CH:14][CH:13]=3)[NH:11][C:7]=2[CH:6]=1)([CH3:4])([CH3:3])[CH3:2], predict the reactants needed to synthesize it. The reactants are: [C:1]([C:5]1[CH:20]=[CH:19][C:8]2[NH:9][C:10]([C:12]3[CH:17]=[CH:16][C:15](N)=[CH:14][CH:13]=3)=[N:11][C:7]=2[CH:6]=1)([CH3:4])([CH3:3])[CH3:2].Cl[C:22]1[C:40]([Cl:41])=[CH:39][C:25]2[NH:26][C:27](C3C4OCCNC=4C=CC=3)=[N:28][C:24]=2[CH:23]=1.ClC1C(Cl)=CC=CN=1.C([O-])([O-])=[O:51].[Cs+].[Cs+].